From a dataset of Forward reaction prediction with 1.9M reactions from USPTO patents (1976-2016). Predict the product of the given reaction. (1) The product is: [Br:1][C:2]1[C:3]([O:11][CH3:18])=[CH:4][C:5]([Cl:10])=[C:6]([CH:9]=1)[C:7]#[N:8]. Given the reactants [Br:1][C:2]1[C:3]([OH:11])=[CH:4][C:5]([Cl:10])=[C:6]([CH:9]=1)[C:7]#[N:8].O.[OH-].[Li+].S(OC)(O[CH3:18])=O, predict the reaction product. (2) The product is: [Br:1][C:2]1[C:3]([NH:11][NH2:12])=[N:4][C:5]([S:8][CH3:9])=[N:6][CH:7]=1. Given the reactants [Br:1][C:2]1[C:3](Cl)=[N:4][C:5]([S:8][CH3:9])=[N:6][CH:7]=1.[NH2:11][NH2:12], predict the reaction product. (3) Given the reactants [CH3:1][O:2][CH2:3][CH2:4][NH:5][C:6]([C@@H:8]1[CH2:12][C:11](=[N:13][O:14][CH3:15])[CH2:10][N:9]1C(OC(C)(C)C)=O)=[O:7], predict the reaction product. The product is: [CH3:1][O:2][CH2:3][CH2:4][NH:5][C:6]([C@@H:8]1[CH2:12][C:11](=[N:13][O:14][CH3:15])[CH2:10][NH:9]1)=[O:7]. (4) Given the reactants [F:1][C:2]([F:14])([F:13])[S:3][C:4]1[CH:12]=[CH:11][C:7]([C:8]([OH:10])=[O:9])=[CH:6][CH:5]=1.C(O)(=[O:17])C.[Mn]([O-])(=O)(=O)=O.[K+].[OH2:25], predict the reaction product. The product is: [F:14][C:2]([F:13])([F:1])[S:3]([C:4]1[CH:12]=[CH:11][C:7]([C:8]([OH:10])=[O:9])=[CH:6][CH:5]=1)(=[O:17])=[O:25].